This data is from Reaction yield outcomes from USPTO patents with 853,638 reactions. The task is: Predict the reaction yield, written as a fraction of the theoretical maximum amount of product (1.0 means a 100% yield; for example, 0.34 means a 34% yield). (1) The reactants are [Cl-].[Al+3].[Cl-].[Cl-].[H-].[Al+3].[Li+].[H-].[H-].[H-].[F:11][C:12]1[CH:42]=[CH:41][C:15]([C:16]([NH:18][C:19]2[C:20]([CH3:40])=[C:21]([CH3:39])[C:22]3[O:26][C:25]([CH3:27])=[C:24]([C:28]4[CH:33]=[CH:32][C:31]([CH:34]([CH3:36])[CH3:35])=[CH:30][CH:29]=4)[C:23]=3[C:37]=2[CH3:38])=O)=[CH:14][CH:13]=1.[OH-].[Na+]. The catalyst is O1CCCC1. The product is [F:11][C:12]1[CH:13]=[CH:14][C:15]([CH2:16][NH:18][C:19]2[C:20]([CH3:40])=[C:21]([CH3:39])[C:22]3[O:26][C:25]([CH3:27])=[C:24]([C:28]4[CH:33]=[CH:32][C:31]([CH:34]([CH3:35])[CH3:36])=[CH:30][CH:29]=4)[C:23]=3[C:37]=2[CH3:38])=[CH:41][CH:42]=1. The yield is 0.540. (2) The reactants are [NH2:1][C@@H:2]([CH2:10][CH2:11][CH2:12][NH:13][C:14]([NH:16][S:17]([C:20]1[C:21]([CH3:34])=[C:22]2[C:27](=[C:28]([CH3:31])[C:29]=1[CH3:30])[O:26][C:25]([CH3:33])([CH3:32])[CH2:24][CH2:23]2)(=[O:19])=[O:18])=[NH:15])[C:3]([O:5][C:6]([CH3:9])([CH3:8])[CH3:7])=[O:4].[CH2:35]([N:42]1[CH:47]=[CH:46][CH:45]=[C:44]([C:48](O)=[O:49])[C:43]1=[O:51])[C:36]1[CH:41]=[CH:40][CH:39]=[CH:38][CH:37]=1.CN(C(ON1N=NC2C=CC=CC1=2)=[N+](C)C)C.F[P-](F)(F)(F)(F)F.CCN(C(C)C)C(C)C. The catalyst is CN(C=O)C.CCOC(C)=O. The product is [CH2:35]([N:42]1[CH:47]=[CH:46][CH:45]=[C:44]([C:48]([NH:1][C@@H:2]([CH2:10][CH2:11][CH2:12][NH:13][C:14]([NH:16][S:17]([C:20]2[C:21]([CH3:34])=[C:22]3[C:27](=[C:28]([CH3:31])[C:29]=2[CH3:30])[O:26][C:25]([CH3:33])([CH3:32])[CH2:24][CH2:23]3)(=[O:18])=[O:19])=[NH:15])[C:3]([O:5][C:6]([CH3:7])([CH3:8])[CH3:9])=[O:4])=[O:49])[C:43]1=[O:51])[C:36]1[CH:37]=[CH:38][CH:39]=[CH:40][CH:41]=1. The yield is 0.980. (3) The reactants are [CH:1]12[CH2:7][CH:4]([CH2:5][CH2:6]1)[CH2:3][CH:2]2[CH2:8][C:9]([OH:11])=O.C(N(CC)C(C)C)(C)C.[F:21][C:22]1[CH:27]=[C:26]([F:28])[CH:25]=[C:24]([N:29]2[CH2:34][CH2:33][O:32][CH2:31][CH2:30]2)[C:23]=1[NH2:35].C(OCC)(=O)C. The catalyst is CN(C)C=O. The product is [CH:1]12[CH2:7][CH:4]([CH2:5][CH2:6]1)[CH2:3][CH:2]2[CH2:8][C:9]([NH:35][C:23]1[C:24]([N:29]2[CH2:34][CH2:33][O:32][CH2:31][CH2:30]2)=[CH:25][C:26]([F:28])=[CH:27][C:22]=1[F:21])=[O:11]. The yield is 0.510. (4) The reactants are [CH3:1][C:2]1[CH:3]=[C:4]([C:19]2[S:23][C:22]([CH:24]=[O:25])=[N:21][CH:20]=2)[CH:5]=[C:6]([NH:8][C:9]2[N:14]=[C:13]([C:15]([F:18])([F:17])[F:16])[CH:12]=[CH:11][N:10]=2)[CH:7]=1.CO.[BH4-].[Na+]. The catalyst is C(OCC)(=O)C. The product is [CH3:1][C:2]1[CH:3]=[C:4]([C:19]2[S:23][C:22]([CH2:24][OH:25])=[N:21][CH:20]=2)[CH:5]=[C:6]([NH:8][C:9]2[N:14]=[C:13]([C:15]([F:18])([F:17])[F:16])[CH:12]=[CH:11][N:10]=2)[CH:7]=1. The yield is 0.850. (5) The reactants are [NH:1]1[CH2:5][CH2:4][CH2:3][CH2:2]1.CN(C)C=O.F[C:12]1[CH:17]=[CH:16][C:15]([C:18]([F:21])([F:20])[F:19])=[CH:14][C:13]=1[N+:22]([O-:24])=[O:23]. The catalyst is O. The product is [N+:22]([C:13]1[CH:14]=[C:15]([C:18]([F:19])([F:20])[F:21])[CH:16]=[CH:17][C:12]=1[N:1]1[CH2:5][CH2:4][CH2:3][CH2:2]1)([O-:24])=[O:23]. The yield is 0.993. (6) The reactants are [C:1]1([C:7]([C:9]2[NH:10][C:11]([C:14]3[CH:19]=[CH:18][CH:17]=[CH:16][CH:15]=3)=[CH:12][CH:13]=2)=O)[CH:6]=[CH:5][CH:4]=[CH:3][CH:2]=1.[BH4-].[Na+].O. The catalyst is CC(O)C. The product is [CH2:7]([C:9]1[NH:10][C:11]([C:14]2[CH:19]=[CH:18][CH:17]=[CH:16][CH:15]=2)=[CH:12][CH:13]=1)[C:1]1[CH:2]=[CH:3][CH:4]=[CH:5][CH:6]=1. The yield is 0.810.